This data is from Forward reaction prediction with 1.9M reactions from USPTO patents (1976-2016). The task is: Predict the product of the given reaction. Given the reactants [CH2:1]([O:3][C:4]([C:6]1[N:7]([NH:16][CH2:17][C:18]2[CH:23]=[CH:22][C:21]([F:24])=[CH:20][CH:19]=2)[C:8]2[C:13]([CH:14]=1)=[CH:12][C:11]([F:15])=[CH:10][CH:9]=2)=[O:5])[CH3:2].[CH3:25][O:26][C:27](=[O:32])[CH2:28][C:29](Cl)=[O:30], predict the reaction product. The product is: [CH2:1]([O:3][C:4]([C:6]1[N:7]([N:16]([CH2:17][C:18]2[CH:19]=[CH:20][C:21]([F:24])=[CH:22][CH:23]=2)[C:29](=[O:30])[CH2:28][C:27]([O:26][CH3:25])=[O:32])[C:8]2[C:13]([CH:14]=1)=[CH:12][C:11]([F:15])=[CH:10][CH:9]=2)=[O:5])[CH3:2].